This data is from Catalyst prediction with 721,799 reactions and 888 catalyst types from USPTO. The task is: Predict which catalyst facilitates the given reaction. (1) Reactant: [F:1][C:2]1[CH:27]=[CH:26][C:5]([CH2:6][N:7]2[C:11]3=[N:12][CH:13]=[CH:14][CH:15]=[C:10]3[C:9]([C:16]([CH:19]3[NH:23]C(=O)N[C:20]3=[O:25])([CH3:18])[CH3:17])=[CH:8]2)=[CH:4][CH:3]=1.[OH-:28].[Na+].Cl. Product: [NH2:23][CH:19]([C:16]([C:9]1[C:10]2[C:11](=[N:12][CH:13]=[CH:14][CH:15]=2)[N:7]([CH2:6][C:5]2[CH:4]=[CH:3][C:2]([F:1])=[CH:27][CH:26]=2)[CH:8]=1)([CH3:18])[CH3:17])[C:20]([OH:28])=[O:25]. The catalyst class is: 6. (2) Reactant: [Cl:1][C:2]1[CH:3]=[C:4]([CH2:13][CH2:14][CH3:15])[CH:5]=[C:6]2[C:10]=1[C:9](=[O:11])[O:8][CH:7]2[OH:12].C(=O)([O-])[O-].[K+].[K+].I[CH2:23][CH3:24].Cl. Product: [Cl:1][C:2]1[CH:3]=[C:4]([CH2:13][CH2:14][CH3:15])[CH:5]=[C:6]([CH:7]=[O:12])[C:10]=1[C:9]([O:8][CH2:23][CH3:24])=[O:11]. The catalyst class is: 18. (3) Reactant: [Cl:1][C:2]1[C:7]([C:8](Cl)=[O:9])=[C:6]([Cl:11])[N:5]=[C:4]([S:12][CH3:13])[N:3]=1.C(N(CC)CC)C.[CH2:21]([NH2:28])[C:22]1[CH:27]=[CH:26][CH:25]=[CH:24][CH:23]=1. Product: [CH2:21]([NH:28][C:8]([C:7]1[C:6]([Cl:11])=[N:5][C:4]([S:12][CH3:13])=[N:3][C:2]=1[Cl:1])=[O:9])[C:22]1[CH:27]=[CH:26][CH:25]=[CH:24][CH:23]=1. The catalyst class is: 387. (4) Reactant: [C:1]([OH:11])(=O)[CH:2]=[CH:3][C:4]1[CH:9]=[CH:8][CH:7]=[CH:6][CH:5]=1.[Cl:12]CCl.C(Cl)(=O)C(Cl)=O. Product: [C:1]([Cl:12])(=[O:11])[CH:2]=[CH:3][C:4]1[CH:9]=[CH:8][CH:7]=[CH:6][CH:5]=1. The catalyst class is: 9. (5) Product: [Cl:1][C:2]1[N:7]=[CH:6][C:5]([CH2:8][N:9]([CH2:14][CH2:15][CH3:16])[CH2:10][CH2:11][OH:12])=[CH:4][CH:3]=1. The catalyst class is: 10. Reactant: [Cl:1][C:2]1[N:7]=[CH:6][C:5]([CH2:8][NH:9][CH2:10][CH2:11][OH:12])=[CH:4][CH:3]=1.I[CH2:14][CH2:15][CH3:16].C(N(CC)CC)C. (6) Reactant: C(NC(C)C)(C)C.[Li]CCCC.[N:13]1([C:24]([O:26][C:27]([CH3:30])([CH3:29])[CH3:28])=[O:25])[CH2:19][CH2:18][CH2:17][CH:16]([C:20]([O:22][CH3:23])=[O:21])[CH2:15][CH2:14]1.[N+:31](/[CH:34]=[CH:35]/[C:36]1[CH:41]=[CH:40][CH:39]=[CH:38][CH:37]=1)([O-:33])=[O:32]. The catalyst class is: 1. Product: [N+:31]([CH2:34][CH:35]([C:16]1([C:20]([O:22][CH3:23])=[O:21])[CH2:17][CH2:18][CH2:19][N:13]([C:24]([O:26][C:27]([CH3:30])([CH3:29])[CH3:28])=[O:25])[CH2:14][CH2:15]1)[C:36]1[CH:41]=[CH:40][CH:39]=[CH:38][CH:37]=1)([O-:33])=[O:32].